From a dataset of Forward reaction prediction with 1.9M reactions from USPTO patents (1976-2016). Predict the product of the given reaction. (1) Given the reactants [CH2:1]([NH:8][C:9]1[C:14]2=[C:15]([C:18]3[CH:23]=[CH:22][CH:21]=[CH:20][CH:19]=3)[CH:16]=[CH:17][N:13]2[N:12]=[C:11]([C:24]2[CH:25]=[N:26][CH:27]=[C:28]([CH:31]=2)[CH:29]=[O:30])[N:10]=1)[C:2]1[CH:7]=[CH:6][CH:5]=[CH:4][CH:3]=1.[BH4-].[Na+], predict the reaction product. The product is: [CH2:1]([NH:8][C:9]1[C:14]2=[C:15]([C:18]3[CH:23]=[CH:22][CH:21]=[CH:20][CH:19]=3)[CH:16]=[CH:17][N:13]2[N:12]=[C:11]([C:24]2[CH:31]=[C:28]([CH2:29][OH:30])[CH:27]=[N:26][CH:25]=2)[N:10]=1)[C:2]1[CH:3]=[CH:4][CH:5]=[CH:6][CH:7]=1. (2) Given the reactants [Cl:1][C:2]1[CH:3]=[CH:4][C:5]([N:18]2[CH:22]=[CH:21][CH:20]=[CH:19]2)=[C:6]([CH:8]([C:10]2[CH:15]=[CH:14][CH:13]=[C:12]([Cl:16])[C:11]=2[Cl:17])[OH:9])[CH:7]=1, predict the reaction product. The product is: [Cl:1][C:2]1[CH:3]=[CH:4][C:5]([N:18]2[CH:22]=[CH:21][CH:20]=[CH:19]2)=[C:6]([C:8]([C:10]2[CH:15]=[CH:14][CH:13]=[C:12]([Cl:16])[C:11]=2[Cl:17])=[O:9])[CH:7]=1. (3) Given the reactants [NH2:1][C:2]1[C:7]([C:8]([NH2:10])=[O:9])=[CH:6][N:5]=[CH:4][N:3]=1.CO[C:13](=O)[CH2:14][O:15][CH2:16][CH2:17][C:18]1[CH:19]=[C:20]([CH3:24])[CH:21]=[CH:22][CH:23]=1.[Li+].C[Si]([N-][Si](C)(C)C)(C)C, predict the reaction product. The product is: [C:20]1([CH3:24])[CH:21]=[CH:22][CH:23]=[C:18]([CH2:17][CH2:16][O:15][CH2:14][C:13]2[NH:10][C:8](=[O:9])[C:7]3[C:2]([N:1]=2)=[N:3][CH:4]=[N:5][CH:6]=3)[CH:19]=1. (4) Given the reactants C([O:8][C:9]1[CH:10]=[C:11]([CH:15](O)[C:16]2[C:21](=[O:22])[CH:20]=[CH:19][N:18]([C:23]3[CH:28]=[CH:27][C:26](Cl)=[CH:25][CH:24]=3)[N:17]=2)[CH:12]=[CH:13][CH:14]=1)C1C=CC=CC=1, predict the reaction product. The product is: [OH:8][C:9]1[CH:10]=[C:11]([CH:12]=[CH:13][CH:14]=1)[CH2:15][C:16]1[C:21](=[O:22])[CH:20]=[CH:19][N:18]([C:23]2[CH:28]=[CH:27][CH:26]=[CH:25][CH:24]=2)[N:17]=1. (5) Given the reactants [NH2:1][C:2]1[C:11]([CH3:12])=[CH:10][CH:9]=[CH:8][C:3]=1[C:4]([NH:6][CH3:7])=[O:5].[BrH:13].OO.S(=O)(O)[O-].[Na+].[OH-].[Na+], predict the reaction product. The product is: [NH2:1][C:2]1[C:11]([CH3:12])=[CH:10][C:9]([Br:13])=[CH:8][C:3]=1[C:4]([NH:6][CH3:7])=[O:5]. (6) Given the reactants CC(OC([NH:8][C:9]1[C:10]([C:16]([O:18][CH3:19])=[O:17])=[N:11][C:12]([CH3:15])=[CH:13][CH:14]=1)=O)(C)C.C(O)(C(F)(F)F)=O, predict the reaction product. The product is: [NH2:8][C:9]1[C:10]([C:16]([O:18][CH3:19])=[O:17])=[N:11][C:12]([CH3:15])=[CH:13][CH:14]=1. (7) Given the reactants FC(F)(F)C(O)=O.[F:8][C:9]1[CH:10]=[C:11]([NH:21][C:22]2[N:27]=[C:26]3[N:28](C4CCCCO4)[N:29]=[CH:30][C:25]3=[C:24]([C:37]3[CH:38]=[C:39]([NH:43][C:44](=[O:47])[CH:45]=[CH2:46])[CH:40]=[CH:41][CH:42]=3)[N:23]=2)[CH:12]=[CH:13][C:14]=1[N:15]1[CH2:20][CH2:19][O:18][CH2:17][CH2:16]1, predict the reaction product. The product is: [F:8][C:9]1[CH:10]=[C:11]([NH:21][C:22]2[N:27]=[C:26]3[NH:28][N:29]=[CH:30][C:25]3=[C:24]([C:37]3[CH:38]=[C:39]([NH:43][C:44](=[O:47])[CH:45]=[CH2:46])[CH:40]=[CH:41][CH:42]=3)[N:23]=2)[CH:12]=[CH:13][C:14]=1[N:15]1[CH2:16][CH2:17][O:18][CH2:19][CH2:20]1.